Dataset: Forward reaction prediction with 1.9M reactions from USPTO patents (1976-2016). Task: Predict the product of the given reaction. (1) Given the reactants [F:1][C:2]([F:23])([F:22])[O:3][C:4]1[CH:9]=[CH:8][CH:7]=[CH:6][C:5]=1[C:10]1[O:11][C:12]([C:18]([F:21])([F:20])[F:19])=[C:13]([C:15]([OH:17])=O)[N:14]=1.[CH3:24][O:25][CH2:26][CH2:27][N:28]([CH3:36])[C:29]1[CH:34]=[CH:33][C:32]([NH2:35])=[CH:31][N:30]=1, predict the reaction product. The product is: [CH3:24][O:25][CH2:26][CH2:27][N:28]([CH3:36])[C:29]1[N:30]=[CH:31][C:32]([NH:35][C:15]([C:13]2[N:14]=[C:10]([C:5]3[CH:6]=[CH:7][CH:8]=[CH:9][C:4]=3[O:3][C:2]([F:23])([F:22])[F:1])[O:11][C:12]=2[C:18]([F:21])([F:20])[F:19])=[O:17])=[CH:33][CH:34]=1. (2) Given the reactants CO[C:3]([C:5]1[CH:10]=[N:9][C:8]([NH:11][CH2:12][C:13]2[C:14]([C:19]3[CH:24]=[CH:23][CH:22]=[CH:21][CH:20]=3)=[N:15][O:16][C:17]=2[CH3:18])=[CH:7][N:6]=1)=[O:4].[NH2:25][CH:26]1[CH2:31][CH2:30][O:29][CH2:28][CH2:27]1, predict the reaction product. The product is: [O:29]1[CH2:30][CH2:31][CH:26]([NH:25][C:3]([C:5]2[CH:10]=[N:9][C:8]([NH:11][CH2:12][C:13]3[C:14]([C:19]4[CH:20]=[CH:21][CH:22]=[CH:23][CH:24]=4)=[N:15][O:16][C:17]=3[CH3:18])=[CH:7][N:6]=2)=[O:4])[CH2:27][CH2:28]1. (3) Given the reactants [NH2:1][C:2]1[NH:7][C:6](=[O:8])[C:5]([CH3:9])=[C:4]([C:10]2[O:11][CH:12]=[CH:13][CH:14]=2)[N:3]=1.C(C1C=CC=C(C(C)(C)C)N=1)(C)(C)C.[S:29](O[S:29]([C:32]([F:35])([F:34])[F:33])(=[O:31])=[O:30])([C:32]([F:35])([F:34])[F:33])(=[O:31])=[O:30].O, predict the reaction product. The product is: [NH2:1][C:2]1[N:7]=[C:6]([O:8][S:29]([C:32]([F:35])([F:34])[F:33])(=[O:31])=[O:30])[C:5]([CH3:9])=[C:4]([C:10]2[O:11][CH:12]=[CH:13][CH:14]=2)[N:3]=1. (4) The product is: [OH:14][C:13]1[CH:19]=[C:18]([C:17]([CH3:37])([CH3:16])[CH2:25][S:26][C:27]2[CH:32]=[CH:31][C:30]([C:33]([F:36])([F:35])[F:34])=[CH:29][CH:28]=2)[O:20][C:10](=[O:11])[C:9]=1[C:2]1[C:3]([CH3:8])=[CH:4][C:5]([CH3:7])=[CH:6][C:1]=1[CH3:15]. Given the reactants [C:1]1([CH3:15])[CH:6]=[C:5]([CH3:7])[CH:4]=[C:3]([CH3:8])[C:2]=1[C:9](=[C:13]=[O:14])[C:10](Cl)=[O:11].[CH3:16][C:17]([CH3:37])([CH2:25][S:26][C:27]1[CH:32]=[CH:31][C:30]([C:33]([F:36])([F:35])[F:34])=[CH:29][CH:28]=1)[C:18]([O:20][Si](C)(C)C)=[CH2:19], predict the reaction product. (5) Given the reactants [Cl:1][C:2]1[CH:7]=[CH:6][C:5]([S:8][C:9]2[CH:14]=[CH:13][CH:12]=[CH:11][C:10]=2[CH:15]=[CH:16][C:17]([N:19]2[CH2:23][CH2:22][CH2:21][C:20]2=[O:24])=[O:18])=[CH:4][CH:3]=1.[CH3:25][Mg]Br, predict the reaction product. The product is: [Cl:1][C:2]1[CH:7]=[CH:6][C:5]([S:8][C:9]2[CH:14]=[CH:13][CH:12]=[CH:11][C:10]=2[CH:15]=[CH:16][C:17]([NH:19][CH2:23][CH2:22][CH2:21][CH:20]([OH:24])[CH3:25])=[O:18])=[CH:4][CH:3]=1. (6) The product is: [OH:3][C:4]1[CH:9]=[C:10]([C:11]([F:12])([F:13])[F:14])[O:16][C:6](=[O:8])[CH:5]=1. Given the reactants CC1(C)O[C:6](=[O:8])[CH:5]=[C:4]([CH2:9][C:10]([OH:16])(O)[C:11]([F:14])([F:13])[F:12])[O:3]1, predict the reaction product. (7) Given the reactants [CH2:1]([N:3]([CH2:21][CH3:22])[CH:4]=[CH:5][C:6]([O:8][C:9]1[CH:14]=[CH:13][C:12]([C:15]2[CH:20]=[CH:19][CH:18]=[CH:17][CH:16]=2)=[CH:11][CH:10]=1)=[O:7])[CH3:2].N1CCCC[CH2:24]1.C(OC1C=CC(C2C=CC=CC=2)=CC=1)(=O)C#C, predict the reaction product. The product is: [N:3]1([CH:4]=[CH:5][C:6]([O:8][C:9]2[CH:10]=[CH:11][C:12]([C:15]3[CH:16]=[CH:17][CH:18]=[CH:19][CH:20]=3)=[CH:13][CH:14]=2)=[O:7])[CH2:1][CH2:2][CH2:24][CH2:22][CH2:21]1. (8) Given the reactants [Si:1]([O:8][C@@H:9]1[CH:14]=[C:13]([C:15]2[CH:20]=[CH:19][N:18]=[CH:17][C:16]=2[N+:21]([O-:23])=[O:22])[O:12][C@H:11]([CH:24]=[CH2:25])[C@H:10]1[OH:26])([C:4]([CH3:7])([CH3:6])[CH3:5])([CH3:3])[CH3:2].N1C=CC=CC=1.[F:33][C:34]([F:47])([F:46])[S:35](O[S:35]([C:34]([F:47])([F:46])[F:33])(=[O:37])=[O:36])(=[O:37])=[O:36], predict the reaction product. The product is: [F:33][C:34]([F:47])([F:46])[S:35]([O:26][C@H:10]1[C@H:9]([O:8][Si:1]([C:4]([CH3:7])([CH3:6])[CH3:5])([CH3:3])[CH3:2])[CH:14]=[C:13]([C:15]2[CH:20]=[CH:19][N:18]=[CH:17][C:16]=2[N+:21]([O-:23])=[O:22])[O:12][C@@H:11]1[CH:24]=[CH2:25])(=[O:37])=[O:36]. (9) Given the reactants S([O-])([O-])(=O)=O.[Mg+2].S(=O)(=O)(O)O.[Cl:12][C@H:13]([CH3:17])[C:14]([OH:16])=[O:15].[C:18](O)([CH3:21])([CH3:20])[CH3:19].C(=O)(O)[O-].[Na+], predict the reaction product. The product is: [Cl:12][C@H:13]([CH3:17])[C:14]([O:16][C:18]([CH3:21])([CH3:20])[CH3:19])=[O:15]. (10) Given the reactants [NH:1]([C:3]1[N:4]=[N:5][C:6]([C:9]2[CH:10]=[N:11][N:12]([CH3:14])[CH:13]=2)=[CH:7][CH:8]=1)[NH2:2].[OH-].[K+].[C:17](=S)=[S:18], predict the reaction product. The product is: [CH3:14][N:12]1[CH:13]=[C:9]([C:6]2[CH:7]=[CH:8][C:3]3[N:4]([C:17]([SH:18])=[N:2][N:1]=3)[N:5]=2)[CH:10]=[N:11]1.